This data is from Forward reaction prediction with 1.9M reactions from USPTO patents (1976-2016). The task is: Predict the product of the given reaction. (1) Given the reactants [H-].[Na+].Cl.[NH2:4][C:5]([NH2:7])=[NH:6].[C:8]([O:12][C:13](=[O:30])[CH2:14][NH:15][C:16]([C:18]1[CH:27]=[C:26]2[C:21]([C:22]([Cl:29])=[CH:23][N:24]=[C:25]2Cl)=[CH:20][CH:19]=1)=[O:17])([CH3:11])([CH3:10])[CH3:9].O, predict the reaction product. The product is: [C:8]([O:12][C:13](=[O:30])[CH2:14][NH:15][C:16]([C:18]1[CH:27]=[C:26]2[C:21]([C:22]([Cl:29])=[CH:23][N:24]=[C:25]2[NH:6][C:5]([NH2:7])=[NH:4])=[CH:20][CH:19]=1)=[O:17])([CH3:11])([CH3:9])[CH3:10]. (2) The product is: [CH:1]([C:4]1([C:13]([OH:15])=[O:14])[CH2:8][CH2:7][C:6](=[O:9])[CH2:5]1)([CH3:3])[CH3:2]. Given the reactants [CH:1]([C:4]1([C:13]([O:15]C(C)(C)C)=[O:14])[CH2:8][CH2:7][C:6](OC)([O:9]C)[CH2:5]1)([CH3:3])[CH3:2].O, predict the reaction product.